Dataset: Forward reaction prediction with 1.9M reactions from USPTO patents (1976-2016). Task: Predict the product of the given reaction. (1) The product is: [NH2:8][C:6]1[CH:7]=[C:2]([CH3:1])[C:3]([C:11]([O:13][CH2:14][CH3:15])=[O:12])=[N:4][CH:5]=1. Given the reactants [CH3:1][C:2]1[C:3]([C:11]([O:13][CH2:14][CH3:15])=[O:12])=[N:4][CH:5]=[C:6]([N+:8]([O-])=O)[CH:7]=1, predict the reaction product. (2) Given the reactants [N-:1]=[N+:2]=[N-:3].[Na+].[CH2:5]([O:12][C:13]([N:15]1[CH2:19][C@H:18]([O:20][Si:21]([C:24]([CH3:27])([CH3:26])[CH3:25])([CH3:23])[CH3:22])[CH2:17][C@@H:16]1[CH2:28]OS(C)(=O)=O)=[O:14])[C:6]1[CH:11]=[CH:10][CH:9]=[CH:8][CH:7]=1, predict the reaction product. The product is: [CH2:5]([O:12][C:13]([N:15]1[CH2:19][C@H:18]([O:20][Si:21]([C:24]([CH3:27])([CH3:26])[CH3:25])([CH3:22])[CH3:23])[CH2:17][C@@H:16]1[CH2:28][N:1]=[N+:2]=[N-:3])=[O:14])[C:6]1[CH:7]=[CH:8][CH:9]=[CH:10][CH:11]=1. (3) Given the reactants [Br:1][C:2]1[S:3][C:4]([C:15](/[N:17]=[CH:18]\[N:19](C)C)=O)=[C:5]([CH2:7][C:8]2[CH:13]=[CH:12][C:11]([Cl:14])=[CH:10][CH:9]=2)[N:6]=1.C(O)(=O)C.O.[NH2:27]N, predict the reaction product. The product is: [Br:1][C:2]1[S:3][C:4]([C:15]2[NH:17][CH:18]=[N:19][N:27]=2)=[C:5]([CH2:7][C:8]2[CH:13]=[CH:12][C:11]([Cl:14])=[CH:10][CH:9]=2)[N:6]=1. (4) Given the reactants [CH:1]1([N:5]2[CH2:11][CH2:10][C:9]3[CH:12]=[CH:13][C:14]([CH:16]4[CH2:21][CH2:20][N:19]([C:22]5[CH:27]=[CH:26][C:25](I)=[CH:24][N:23]=5)[CH2:18][CH2:17]4)=[CH:15][C:8]=3[CH2:7][CH2:6]2)[CH2:4][CH2:3][CH2:2]1.[NH:29]1[CH2:33][CH2:32][CH2:31][C:30]1=[O:34].C(=O)([O-])[O-].[K+].[K+].CNCCNC, predict the reaction product. The product is: [CH:1]1([N:5]2[CH2:11][CH2:10][C:9]3[CH:12]=[CH:13][C:14]([CH:16]4[CH2:21][CH2:20][N:19]([C:22]5[N:23]=[CH:24][C:25]([N:29]6[CH2:33][CH2:32][CH2:31][C:30]6=[O:34])=[CH:26][CH:27]=5)[CH2:18][CH2:17]4)=[CH:15][C:8]=3[CH2:7][CH2:6]2)[CH2:4][CH2:3][CH2:2]1. (5) Given the reactants [CH2:1]([O:3][C:4](=[O:16])[C:5]1[CH:10]=[CH:9][C:8]([OH:11])=[C:7]([O:12][C:13](=[O:15])[CH3:14])[CH:6]=1)[CH3:2].[C:17]1([CH3:26])[CH:22]=[CH:21][CH:20]=[C:19]([CH2:23][CH2:24]O)[CH:18]=1, predict the reaction product. The product is: [CH2:1]([O:3][C:4](=[O:16])[C:5]1[CH:10]=[CH:9][C:8]([O:11][CH2:24][CH2:23][C:19]2[CH:18]=[C:17]([CH3:26])[CH:22]=[CH:21][CH:20]=2)=[C:7]([O:12][C:13](=[O:15])[CH3:14])[CH:6]=1)[CH3:2]. (6) Given the reactants [F:1][C:2]([F:35])([CH3:34])[C:3]([NH:5][C@@H:6]([CH3:33])[C@H:7]([O:14][C:15]1[CH:16]=[C:17]2[C:21](=[CH:22][CH:23]=1)[N:20]([C:24]1[CH:25]=[C:26]([CH:30]=[CH:31][CH:32]=1)[C:27]([NH2:29])=[O:28])[N:19]=[CH:18]2)[C:8]1[CH:13]=[CH:12][CH:11]=[CH:10][CH:9]=1)=[O:4].N1[CH2:43][CH2:42][CH2:41][C@H:37]1[C:38]([NH2:40])=[O:39], predict the reaction product. The product is: [F:35][C:2]([F:1])([CH3:34])[C:3]([NH:5][C@@H:6]([CH3:33])[C@H:7]([O:14][C:15]1[CH:16]=[C:17]2[C:21](=[CH:22][CH:23]=1)[N:20]([C:24]1[CH:25]=[C:26]([C:27]([N:29]3[CH2:43][CH2:42][CH2:41][C@H:37]3[C:38]([NH2:40])=[O:39])=[O:28])[CH:30]=[CH:31][CH:32]=1)[N:19]=[CH:18]2)[C:8]1[CH:9]=[CH:10][CH:11]=[CH:12][CH:13]=1)=[O:4]. (7) Given the reactants [Br:1][C:2]1[CH:7]=[CH:6][C:5]([C:8]2[CH2:12][CH:11]([CH2:13][OH:14])[O:10][N:9]=2)=[CH:4][CH:3]=1.C(N(CC)CC)C.[CH3:22][S:23](Cl)(=[O:25])=[O:24].C(=O)(O)[O-].[Na+], predict the reaction product. The product is: [CH3:22][S:23]([O:14][CH2:13][CH:11]1[O:10][N:9]=[C:8]([C:5]2[CH:4]=[CH:3][C:2]([Br:1])=[CH:7][CH:6]=2)[CH2:12]1)(=[O:25])=[O:24].